From a dataset of Full USPTO retrosynthesis dataset with 1.9M reactions from patents (1976-2016). Predict the reactants needed to synthesize the given product. (1) Given the product [CH3:20][O:19][C:2]1[N:7]=[C:6]([N:8]([CH2:11][C:12]2[S:16][C:15]([Cl:17])=[N:14][CH:13]=2)[CH2:9][CH3:10])[C:5]([Cl:18])=[CH:4][CH:3]=1, predict the reactants needed to synthesize it. The reactants are: Cl[C:2]1[N:7]=[C:6]([N:8]([CH2:11][C:12]2[S:16][C:15]([Cl:17])=[N:14][CH:13]=2)[CH2:9][CH3:10])[C:5]([Cl:18])=[CH:4][CH:3]=1.[O:19]1CCC[CH2:20]1.C[O-].[Na+]. (2) The reactants are: [CH3:1][C:2](=[N+]=[N-])[C:3]([C:5]1[CH:10]=[CH:9][C:8]([O:11][CH3:12])=[CH:7][CH:6]=1)=[O:4].[CH3:15][O:16][C:17]1[O:18]C=[CH:20][CH:21]=1. Given the product [CH3:12][O:11][C:8]1[CH:9]=[CH:10][C:5]([C:3](=[O:4])/[CH:2]=[CH:1]/[CH:20]=[CH:21]\[C:17]([O:16][CH3:15])=[O:18])=[CH:6][CH:7]=1, predict the reactants needed to synthesize it. (3) Given the product [I:26][CH2:24][O:23][C:21](=[O:22])[CH2:20][CH2:19][O:18][C:16](=[O:17])[C@H:12]([CH:13]([CH3:15])[CH3:14])[NH:11][C:9]([O:8][CH2:1][C:2]1[CH:7]=[CH:6][CH:5]=[CH:4][CH:3]=1)=[O:10], predict the reactants needed to synthesize it. The reactants are: [CH2:1]([O:8][C:9]([NH:11][C@H:12]([C:16]([O:18][CH2:19][CH2:20][C:21]([O:23][CH2:24]Cl)=[O:22])=[O:17])[CH:13]([CH3:15])[CH3:14])=[O:10])[C:2]1[CH:7]=[CH:6][CH:5]=[CH:4][CH:3]=1.[I-:26].[Na+]. (4) Given the product [NH2:18][C:15]([CH3:17])([CH3:16])[CH2:14][CH2:13][N:1]1[C:10]2[C:5](=[CH:6][CH:7]=[CH:8][CH:9]=2)[CH2:4][CH2:3][C:2]1=[O:11], predict the reactants needed to synthesize it. The reactants are: [NH:1]1[C:10]2[C:5](=[CH:6][CH:7]=[CH:8][CH:9]=2)[CH2:4][CH2:3][C:2]1=[O:11].Cl[CH2:13][CH2:14][C:15]([N:18]=CC1C=CC=CC=1)([CH3:17])[CH3:16]. (5) Given the product [Cl:9][C:8]1[N:1]=[C:2]([Cl:3])[N:4]=[C:5]([N:13]2[CH2:12][CH:11]3[O:18][CH:15]([CH2:16][CH2:17]3)[CH2:14]2)[N:7]=1, predict the reactants needed to synthesize it. The reactants are: [N:1]1[C:8]([Cl:9])=[N:7][C:5](Cl)=[N:4][C:2]=1[Cl:3].Cl.[CH:11]12[O:18][CH:15]([CH2:16][CH2:17]1)[CH2:14][NH:13][CH2:12]2.